From a dataset of Catalyst prediction with 721,799 reactions and 888 catalyst types from USPTO. Predict which catalyst facilitates the given reaction. (1) Reactant: CN(C=O)C.Cl.[N:7]1[C:16]2[CH2:15][NH:14][CH2:13][CH2:12][C:11]=2[CH:10]=[CH:9][CH:8]=1.[C:17]([O:21][C:22](=[O:25])[CH2:23]Br)([CH3:20])([CH3:19])[CH3:18].C(N(CC)CC)C. Product: [C:17]([O:21][C:22](=[O:25])[CH2:23][N:14]1[CH2:15][C:16]2[N:7]=[CH:8][CH:9]=[CH:10][C:11]=2[CH2:12][CH2:13]1)([CH3:20])([CH3:19])[CH3:18]. The catalyst class is: 25. (2) Reactant: [NH2:1][C:2]1[CH:7]=[CH:6][CH:5]=[CH:4][C:3]=1[C:8]1[N:13]=[C:12]([CH3:14])[N:11]=[C:10]([N:15]([CH2:25][C:26]2[CH:31]=[CH:30][C:29]([O:32][CH3:33])=[CH:28][CH:27]=2)[CH2:16][C:17]2[CH:22]=[CH:21][C:20]([O:23][CH3:24])=[CH:19][CH:18]=2)[N:9]=1.[CH3:34][O:35][C:36]1[N:41]=[CH:40][C:39](B(O)O)=[CH:38][CH:37]=1.C(N(C(C)C)CC)(C)C. Product: [CH3:33][O:32][C:29]1[CH:28]=[CH:27][C:26]([CH2:25][N:15]([CH2:16][C:17]2[CH:22]=[CH:21][C:20]([O:23][CH3:24])=[CH:19][CH:18]=2)[C:10]2[N:9]=[C:8]([C:3]3[CH:4]=[CH:5][CH:6]=[CH:7][C:2]=3[NH:1][C:39]3[CH:40]=[N:41][C:36]([O:35][CH3:34])=[CH:37][CH:38]=3)[N:13]=[C:12]([CH3:14])[N:11]=2)=[CH:31][CH:30]=1. The catalyst class is: 302. (3) Reactant: [CH2:1]([O:8][CH2:9]/[CH:10]=[CH:11]/[C:12]1[CH:17]=[CH:16][CH:15]=[CH:14][C:13]=1[Cl:18])[C:2]1[CH:7]=[CH:6][CH:5]=[CH:4][CH:3]=1.ClC1C=C(C=CC=1)C(OO)=[O:24]. Product: [CH2:1]([O:8][CH2:9][CH:10]1[CH:11]([C:12]2[CH:17]=[CH:16][CH:15]=[CH:14][C:13]=2[Cl:18])[O:24]1)[C:2]1[CH:3]=[CH:4][CH:5]=[CH:6][CH:7]=1. The catalyst class is: 2. (4) Reactant: [C:1]([O:5][C:6]([NH:8][C@@H:9]1[CH2:11][C@H:10]1[C:12]1[CH:13]=[C:14]([CH:18]=[CH:19][CH:20]=1)[C:15]([OH:17])=O)=[O:7])([CH3:4])([CH3:3])[CH3:2].F[P-](F)(F)(F)(F)F.N1(OC(N(C)C)=[N+](C)C)C2N=CC=CC=2N=N1.[O:45]1[CH2:50][CH2:49][CH:48]([NH2:51])[CH2:47][CH2:46]1.C(N(CC)CC)C. Product: [O:45]1[CH2:50][CH2:49][CH:48]([NH:51][C:15]([C:14]2[CH:13]=[C:12]([C@@H:10]3[CH2:11][C@H:9]3[NH:8][C:6](=[O:7])[O:5][C:1]([CH3:2])([CH3:3])[CH3:4])[CH:20]=[CH:19][CH:18]=2)=[O:17])[CH2:47][CH2:46]1. The catalyst class is: 18. (5) Reactant: Cl.[CH3:2][O:3][C:4]([CH:6]1[C:11](=O)[CH2:10][CH2:9][N:8]([CH2:13][C:14]2[CH:19]=[CH:18][CH:17]=[CH:16][CH:15]=2)[CH2:7]1)=[O:5].C(=O)([O-])[O-].C([O-])(=O)C.[NH4+].C([BH3-])#[N:30].[Na+]. Product: [CH3:2][O:3][C:4]([CH:6]1[CH:11]([NH2:30])[CH2:10][CH2:9][N:8]([CH2:13][C:14]2[CH:19]=[CH:18][CH:17]=[CH:16][CH:15]=2)[CH2:7]1)=[O:5]. The catalyst class is: 24. (6) Reactant: Cl[C:2]1[CH:3]=[CH:4][C:5]2[O:14][CH2:13][CH2:12][C:11]3[CH:10]=[C:9](C4N(C5C=CC(F)=CC=5F)N=CN=4)[S:8][C:7]=3[C:6]=2[N:28]=1.C[C@H]1CNC[C@@H](C)N1.CC([O-])(C)C.[Na+].C(N1CCN2CCN(CCCC)P1N(CCCC)CC2)CCC. Product: [S:8]1[C:7]2[C:6]3[N:28]=[CH:2][CH:3]=[CH:4][C:5]=3[O:14][CH2:13][CH2:12][C:11]=2[CH:10]=[CH:9]1. The catalyst class is: 318. (7) Reactant: [Br:1][C:2]1[C:9]([CH3:10])=[CH:8][CH:7]=[C:6](F)[C:3]=1[C:4]#[N:5].O.[NH2:13][NH2:14]. Product: [Br:1][C:2]1[C:9]([CH3:10])=[CH:8][CH:7]=[C:6]2[C:3]=1[C:4]([NH2:5])=[N:13][NH:14]2. The catalyst class is: 8.